This data is from Catalyst prediction with 721,799 reactions and 888 catalyst types from USPTO. The task is: Predict which catalyst facilitates the given reaction. (1) Reactant: [CH:1]([C:3]1[CH:8]=[CH:7][N:6]2[C:9]([C:12]3[CH:21]=[CH:20][C:19]4[C:14](=[C:15]([N:22]5[CH2:27][CH2:26][CH:25]([CH2:28][NH:29][C:30](=[O:36])[O:31][C:32]([CH3:35])([CH3:34])[CH3:33])[CH2:24][CH2:23]5)[CH:16]=[CH:17][CH:18]=4)[N:13]=3)=[N:10][N:11]=[C:5]2[CH:4]=1)=O.[CH2:37]([NH2:39])[CH3:38].CC(O)=O.[BH-](OC(C)=O)(OC(C)=O)OC(C)=O.[Na+]. Product: [CH2:37]([NH:39][CH2:1][C:3]1[CH:8]=[CH:7][N:6]2[C:9]([C:12]3[CH:21]=[CH:20][C:19]4[C:14](=[C:15]([N:22]5[CH2:27][CH2:26][CH:25]([CH2:28][NH:29][C:30](=[O:36])[O:31][C:32]([CH3:34])([CH3:35])[CH3:33])[CH2:24][CH2:23]5)[CH:16]=[CH:17][CH:18]=4)[N:13]=3)=[N:10][N:11]=[C:5]2[CH:4]=1)[CH3:38]. The catalyst class is: 61. (2) Reactant: [CH2:1]([O:3][C:4](=[O:16])[CH2:5][C:6]1[NH:11][C:10]2[CH:12]=[CH:13][CH:14]=[CH:15][C:9]=2[S:8][CH:7]=1)[CH3:2].[C:17]([O:21][C:22](O[C:22]([O:21][C:17]([CH3:20])([CH3:19])[CH3:18])=[O:23])=[O:23])([CH3:20])([CH3:19])[CH3:18]. Product: [C:17]([O:21][C:22]([N:11]1[C:10]2[CH:12]=[CH:13][CH:14]=[CH:15][C:9]=2[S:8][CH:7]=[C:6]1[CH2:5][C:4]([O:3][CH2:1][CH3:2])=[O:16])=[O:23])([CH3:20])([CH3:19])[CH3:18]. The catalyst class is: 453. (3) Reactant: Cl.CN(C)[CH2:4][CH2:5][CH2:6]N=C=NCC.[NH2:13][C:14]1[CH:27]=[C:26]2[C:17]([C:18](=[O:30])[N:19]([CH2:28][CH3:29])[C:20]3[CH:21]=[CH:22][CH:23]=[CH:24][C:25]=32)=[CH:16][CH:15]=1.[OH:31]N1C2C=CC=CC=2N=N1.C([N:43]([CH2:46][CH3:47])[CH2:44][CH3:45])C. Product: [CH2:28]([N:19]1[C:18](=[O:30])[C:17]2[C:26](=[CH:27][C:14]([NH:13][C:4](=[O:31])[CH2:5][C:6]3[CH:45]=[CH:44][N:43]=[CH:46][CH:47]=3)=[CH:15][CH:16]=2)[C:25]2[CH:24]=[CH:23][CH:22]=[CH:21][C:20]1=2)[CH3:29]. The catalyst class is: 96. (4) Reactant: Cl[C:2](Cl)([O:4]C(=O)OC(Cl)(Cl)Cl)Cl.[CH2:13]([N:15]1[C:19]2[N:20]=[C:21]([C:31]3[CH:37]=[CH:36][C:34]([NH2:35])=[CH:33][CH:32]=3)[N:22]=[C:23]([N:24]3[CH2:29][CH2:28][O:27][CH2:26][C@@H:25]3[CH3:30])[C:18]=2[N:17]=[N:16]1)[CH3:14].[NH2:38][C:39]1[CH:44]=[CH:43][C:42]([CH2:45][CH2:46][OH:47])=[CH:41][CH:40]=1.CCN(CC)CC. Product: [CH2:13]([N:15]1[C:19]2[N:20]=[C:21]([C:31]3[CH:37]=[CH:36][C:34]([NH:35][C:2]([NH:38][C:39]4[CH:44]=[CH:43][C:42]([CH2:45][CH2:46][OH:47])=[CH:41][CH:40]=4)=[O:4])=[CH:33][CH:32]=3)[N:22]=[C:23]([N:24]3[CH2:29][CH2:28][O:27][CH2:26][C@@H:25]3[CH3:30])[C:18]=2[N:17]=[N:16]1)[CH3:14]. The catalyst class is: 2. (5) Reactant: [NH2:1][C:2]1[N:7]=[C:6]([CH3:8])[C:5]([CH2:9][C:10]2[CH:15]=[CH:14][C:13]([CH2:16][C:17]#N)=[CH:12][C:11]=2[O:19][CH3:20])=[C:4]([NH:21][CH2:22][CH2:23][CH2:24][CH2:25][CH3:26])[N:3]=1.S(=O)(=O)(O)[OH:28].[C:32]([O-])(O)=[O:33].[Na+]. Product: [NH2:1][C:2]1[N:7]=[C:6]([CH3:8])[C:5]([CH2:9][C:10]2[CH:15]=[CH:14][C:13]([CH2:16][C:17]([O:33][CH3:32])=[O:28])=[CH:12][C:11]=2[O:19][CH3:20])=[C:4]([NH:21][CH2:22][CH2:23][CH2:24][CH2:25][CH3:26])[N:3]=1. The catalyst class is: 5. (6) Reactant: C([O:3][P:4]([CH2:9][NH:10][C:11]([C:13]1[CH:22]=[CH:21][C:20]2[C:15](=[C:16]([C:23]3[C:32]4[C:27](=[CH:28][CH:29]=[CH:30][CH:31]=4)[CH:26]=[CH:25][CH:24]=3)[CH:17]=[CH:18][CH:19]=2)[N:14]=1)=[O:12])(=[O:8])[O:5]CC)C.Br[Si](C)(C)C. Product: [C:23]1([C:16]2[CH:17]=[CH:18][CH:19]=[C:20]3[C:15]=2[N:14]=[C:13]([C:11]([NH:10][CH2:9][P:4](=[O:3])([OH:5])[OH:8])=[O:12])[CH:22]=[CH:21]3)[C:32]2[C:27](=[CH:28][CH:29]=[CH:30][CH:31]=2)[CH:26]=[CH:25][CH:24]=1. The catalyst class is: 2.